From a dataset of Full USPTO retrosynthesis dataset with 1.9M reactions from patents (1976-2016). Predict the reactants needed to synthesize the given product. (1) Given the product [CH2:9]1[C:8]2=[CH:7][C:1]3[C:6]([C:13]([C:14](=[O:20])[CH2:15][CH2:16][CH:17]=[C:18]=[CH2:19])=[C:12]2[CH2:11][CH2:10]1)=[CH:5][CH:4]=[CH:3][CH:2]=3, predict the reactants needed to synthesize it. The reactants are: [C:1]1(/[CH:7]=[CH:8]/[CH2:9][CH2:10][CH2:11][C:12]#[C:13][C:14](=[O:20])[CH2:15][CH2:16][CH:17]=[C:18]=[CH2:19])[CH:6]=[CH:5][CH:4]=[CH:3][CH:2]=1. (2) The reactants are: [CH2:1]=[CH:2][C@@H:3]([OH:9])[CH2:4][CH2:5][CH2:6][CH2:7][CH3:8].N1C=CN=C1.[CH3:15][C:16]([Si:19](Cl)([CH3:21])[CH3:20])([CH3:18])[CH3:17].O. Given the product [C:16]([Si:19]([CH3:21])([CH3:20])[O:9][C@@H:3]([CH2:4][CH2:5][CH2:6][CH2:7][CH3:8])[CH:2]=[CH2:1])([CH3:18])([CH3:17])[CH3:15], predict the reactants needed to synthesize it. (3) The reactants are: ClC(Cl)(Cl)CO[C:5](=[O:33])[NH:6][C:7]1[C:8]([CH3:32])=[C:9]([C:26]2[CH:31]=[CH:30][CH:29]=[CH:28][CH:27]=2)[C:10]2[O:14][CH2:13][CH:12]([C:15]3[CH:20]=[CH:19][C:18]([CH:21]([CH3:23])[CH3:22])=[CH:17][CH:16]=3)[C:11]=2[C:24]=1[CH3:25].[NH2:36][CH2:37][CH2:38][CH2:39][OH:40]. Given the product [OH:40][CH2:39][CH2:38][CH2:37][NH:36][C:5]([NH:6][C:7]1[C:8]([CH3:32])=[C:9]([C:26]2[CH:31]=[CH:30][CH:29]=[CH:28][CH:27]=2)[C:10]2[O:14][CH2:13][CH:12]([C:15]3[CH:16]=[CH:17][C:18]([CH:21]([CH3:23])[CH3:22])=[CH:19][CH:20]=3)[C:11]=2[C:24]=1[CH3:25])=[O:33], predict the reactants needed to synthesize it. (4) The reactants are: CCN(C(C)C)C(C)C.[NH2:10][C:11]1[N:16]2[N:17]=[CH:18][C:19]([C:20]3[CH:21]=[N:22][C:23]([C:26]4[CH:31]=[CH:30][CH:29]=[CH:28][CH:27]=4)=[CH:24][CH:25]=3)=[C:15]2[N:14]=[C:13]([CH:32]2[CH2:37][CH2:36][NH:35][CH2:34][CH2:33]2)[C:12]=1[C:38](=[O:40])[CH3:39].[N:41]1([S:47](Cl)(=[O:49])=[O:48])[CH2:46][CH2:45][O:44][CH2:43][CH2:42]1. Given the product [NH2:10][C:11]1[N:16]2[N:17]=[CH:18][C:19]([C:20]3[CH:21]=[N:22][C:23]([C:26]4[CH:27]=[CH:28][CH:29]=[CH:30][CH:31]=4)=[CH:24][CH:25]=3)=[C:15]2[N:14]=[C:13]([CH:32]2[CH2:33][CH2:34][N:35]([S:47]([N:41]3[CH2:46][CH2:45][O:44][CH2:43][CH2:42]3)(=[O:49])=[O:48])[CH2:36][CH2:37]2)[C:12]=1[C:38](=[O:40])[CH3:39], predict the reactants needed to synthesize it. (5) The reactants are: [Cl:1][C:2]1[C:34]([C:35]([C:38]#[N:39])([CH3:37])[CH3:36])=[CH:33][CH:32]=[CH:31][C:3]=1[C:4]([NH:6][C:7]1[CH:12]=[CH:11][CH:10]=[C:9]([O:13][C:14]2[CH:28]=[CH:27][C:17]3[N:18]=[C:19]([NH:21][C:22]([CH:24]4CC4)=[O:23])[S:20][C:16]=3[C:15]=2[C:29]#[N:30])[CH:8]=1)=[O:5].N1C=CC=CC=1.C(Cl)(=O)C. Given the product [C:22]([NH:21][C:19]1[S:20][C:16]2[C:15]([C:29]#[N:30])=[C:14]([O:13][C:9]3[CH:8]=[C:7]([NH:6][C:4](=[O:5])[C:3]4[CH:31]=[CH:32][CH:33]=[C:34]([C:35]([C:38]#[N:39])([CH3:37])[CH3:36])[C:2]=4[Cl:1])[CH:12]=[CH:11][CH:10]=3)[CH:28]=[CH:27][C:17]=2[N:18]=1)(=[O:23])[CH3:24], predict the reactants needed to synthesize it. (6) Given the product [NH2:31][C:17]1[N:16]=[C:15]([NH:14][C:11]2[CH:12]=[CH:13][C:8]([CH2:7][CH2:6][CH2:5][C:4]([OH:32])=[O:3])=[CH:9][CH:10]=2)[CH:20]=[C:19]([C:21]2[CH:26]=[C:25]([Cl:27])[CH:24]=[CH:23][C:22]=2[O:28][CH2:29][CH3:30])[N:18]=1, predict the reactants needed to synthesize it. The reactants are: C([O:3][C:4](=[O:32])[CH2:5][CH2:6][CH2:7][C:8]1[CH:13]=[CH:12][C:11]([NH:14][C:15]2[CH:20]=[C:19]([C:21]3[CH:26]=[C:25]([Cl:27])[CH:24]=[CH:23][C:22]=3[O:28][CH2:29][CH3:30])[N:18]=[C:17]([NH2:31])[N:16]=2)=[CH:10][CH:9]=1)C.[OH-].[Na+].[Cl-].[Na+].Cl. (7) Given the product [Cl:1][C:2]1[CH:11]=[CH:10][C:5]([C:6]([O:8][CH3:9])=[O:7])=[C:4]([C:15]2[CH:14]=[N:13][CH:18]=[CH:17][CH:16]=2)[CH:3]=1, predict the reactants needed to synthesize it. The reactants are: [Cl:1][C:2]1[CH:11]=[CH:10][C:5]([C:6]([O:8][CH3:9])=[O:7])=[C:4](I)[CH:3]=1.[N:13]1[CH:18]=[CH:17][CH:16]=[C:15](B(O)O)[CH:14]=1.